The task is: Predict the product of the given reaction.. This data is from Forward reaction prediction with 1.9M reactions from USPTO patents (1976-2016). (1) The product is: [CH3:10][O:11][C:12](=[O:20])[C:8]1[CH:9]=[CH:6][CH:5]=[C:4]([CH2:13][CH:14]([CH3:16])[CH3:15])[CH:3]=1. Given the reactants CN1[CH2:6][CH2:5][CH2:4][C:3]1=O.[CH2:8]1[CH2:12][O:11][CH2:10][CH2:9]1.[CH2:13]([Mg]Br)[CH:14]([CH3:16])[CH3:15].Cl.[OH2:20], predict the reaction product. (2) Given the reactants O[C@H:2]1[C@@H:7]2[O:8][CH:9]([C:12]3[CH:17]=[CH:16][CH:15]=[CH:14][CH:13]=3)[O:10][CH2:11][C@H:6]2[O:5][CH2:4][C@@H:3]1[O:18][C:19](=[O:21])[CH3:20].CCN(C(C)C)C(C)C.[F:31]C(F)(F)S(OS(C(F)(F)F)(=O)=O)(=O)=O.[F-].C([N+](CCCC)(CCCC)CCCC)CCC, predict the reaction product. The product is: [F:31][C@@H:2]1[C@H:7]2[O:8][CH:9]([C:12]3[CH:17]=[CH:16][CH:15]=[CH:14][CH:13]=3)[O:10][CH2:11][C@H:6]2[O:5][CH2:4][C@@H:3]1[O:18][C:19](=[O:21])[CH3:20]. (3) Given the reactants Br[CH2:2][C:3]1[CH:4]=[N:5][C:6]([C:9]2[CH:14]=[CH:13][CH:12]=[CH:11][CH:10]=2)=[N:7][CH:8]=1.[N:15]1[CH:20]=[CH:19][CH:18]=[C:17](B(O)O)[CH:16]=1, predict the reaction product. The product is: [C:9]1([C:6]2[N:5]=[CH:4][C:3]([CH2:2][C:17]3[CH:16]=[N:15][CH:20]=[CH:19][CH:18]=3)=[CH:8][N:7]=2)[CH:14]=[CH:13][CH:12]=[CH:11][CH:10]=1. (4) The product is: [F:1][C:2]1[CH:15]=[CH:14][C:5]([CH2:6][C:7]2[C:11]([CH3:12])=[N:10][N:9]([C:24]3[CH:23]=[CH:22][C:19]([C:20]#[N:21])=[C:18]([C:17]([F:16])([F:28])[F:27])[CH:25]=3)[C:8]=2[CH3:13])=[CH:4][CH:3]=1. Given the reactants [F:1][C:2]1[CH:15]=[CH:14][C:5]([CH2:6][C:7]2[C:8]([CH3:13])=[N:9][NH:10][C:11]=2[CH3:12])=[CH:4][CH:3]=1.[F:16][C:17]([F:28])([F:27])[C:18]1[CH:25]=[C:24](F)[CH:23]=[CH:22][C:19]=1[C:20]#[N:21], predict the reaction product. (5) The product is: [CH3:3][O:4][C:5]([C:7]1[O:8][C:9]([CH2:12][N:13]2[CH:17]=[C:16]([NH2:18])[CH:15]=[N:14]2)=[CH:10][CH:11]=1)=[O:6]. Given the reactants N#N.[CH3:3][O:4][C:5]([C:7]1[O:8][C:9]([CH2:12][N:13]2[CH:17]=[C:16]([N+:18]([O-])=O)[CH:15]=[N:14]2)=[CH:10][CH:11]=1)=[O:6], predict the reaction product. (6) Given the reactants [CH3:1][C:2]1[N:3]([CH2:11][C:12]([O:14][CH3:15])=[O:13])[C:4]2[C:9]([CH:10]=1)=[CH:8][CH:7]=[CH:6][CH:5]=2.[CH2:16]([N:23]1[C:28](=[O:29])[CH:27]=[CH:26][C:25]([CH:30]=O)=[N:24]1)[C:17]1[CH:22]=[CH:21][CH:20]=[CH:19][CH:18]=1.C([SiH](CC)CC)C.FC(F)(F)C(O)=O.C([O-])(O)=O.[Na+], predict the reaction product. The product is: [CH2:16]([N:23]1[C:28](=[O:29])[CH:27]=[CH:26][C:25]([CH2:30][C:10]2[C:9]3[C:4](=[CH:5][CH:6]=[CH:7][CH:8]=3)[N:3]([CH2:11][C:12]([O:14][CH3:15])=[O:13])[C:2]=2[CH3:1])=[N:24]1)[C:17]1[CH:18]=[CH:19][CH:20]=[CH:21][CH:22]=1.